This data is from Reaction yield outcomes from USPTO patents with 853,638 reactions. The task is: Predict the reaction yield, written as a fraction of the theoretical maximum amount of product (1.0 means a 100% yield; for example, 0.34 means a 34% yield). (1) The reactants are Cl.[C:2]([O:6][C:7](=[O:14])[C@H:8]([C:10]([CH3:13])([CH3:12])[CH3:11])[NH2:9])([CH3:5])([CH3:4])[CH3:3].C(N(CC)CC)C.[O:22]([CH2:29][C:30](Cl)=[O:31])[C:23]1[CH:28]=[CH:27][CH:26]=[CH:25][CH:24]=1. The catalyst is C1COCC1. The product is [CH3:11][C:10]([CH3:13])([CH3:12])[C@H:8]([NH:9][C:30](=[O:31])[CH2:29][O:22][C:23]1[CH:28]=[CH:27][CH:26]=[CH:25][CH:24]=1)[C:7]([O:6][C:2]([CH3:5])([CH3:4])[CH3:3])=[O:14]. The yield is 0.800. (2) The reactants are [C:1](Cl)(=[O:5])[CH:2]([CH3:4])[CH3:3].[NH2:7][C:8]1[CH:17]=[C:16]2[C:11]([CH2:12][CH2:13][C:14]3[N:15]2[C:18]([C:26]2[S:27][CH:28]=[CH:29][CH:30]=2)=[N:19][C:20]=3[C:21]([O:23][CH2:24][CH3:25])=[O:22])=[CH:10][C:9]=1[O:31][CH3:32]. The catalyst is C(Cl)Cl. The product is [C:1]([NH:7][C:8]1[CH:17]=[C:16]2[C:11]([CH2:12][CH2:13][C:14]3[N:15]2[C:18]([C:26]2[S:27][CH:28]=[CH:29][CH:30]=2)=[N:19][C:20]=3[C:21]([O:23][CH2:24][CH3:25])=[O:22])=[CH:10][C:9]=1[O:31][CH3:32])(=[O:5])[CH:2]([CH3:4])[CH3:3]. The yield is 0.300. (3) The reactants are [C:1]([C:5]1[O:9][N:8]=[C:7]([NH:10][C:11](=[O:30])[CH2:12][C:13]2[CH:18]=[CH:17][C:16]([C:19]3[CH:20]=[C:21]4[C:27]([CH:28]=[O:29])=[CH:26][NH:25][C:22]4=[N:23][CH:24]=3)=[CH:15][CH:14]=2)[CH:6]=1)([CH3:4])([CH3:3])[CH3:2].[BH4-].[Na+]. The catalyst is CO. The product is [C:1]([C:5]1[O:9][N:8]=[C:7]([NH:10][C:11](=[O:30])[CH2:12][C:13]2[CH:18]=[CH:17][C:16]([C:19]3[CH:20]=[C:21]4[C:27]([CH2:28][OH:29])=[CH:26][NH:25][C:22]4=[N:23][CH:24]=3)=[CH:15][CH:14]=2)[CH:6]=1)([CH3:4])([CH3:2])[CH3:3]. The yield is 0.0700. (4) The reactants are C1C=CC(P(C2C=CC=CC=2)C2C=CC=CC=2)=CC=1.[Cl:20][C:21]1[CH:22]=[CH:23][C:24]([OH:27])=[N:25][CH:26]=1.[CH:28]1[CH:33]=[CH:32][C:31]([CH2:34]OC(/N=N/C(O[CH2:34][C:31]2[CH:32]=[CH:33][CH:28]=[CH:29][CH:30]=2)=O)=O)=[CH:30][CH:29]=1.[Cl:50][C:51]1[CH:52]=[C:53]([CH:58]2[CH2:62][NH:61][CH2:60][CH:59]2[CH:63](O)[CH3:64])[CH:54]=[CH:55][C:56]=1[Cl:57]. The catalyst is C1COCC1. The product is [CH2:34]([N:61]1[CH2:62][CH:58]([C:53]2[CH:54]=[CH:55][C:56]([Cl:57])=[C:51]([Cl:50])[CH:52]=2)[CH:59]([CH:63]([O:27][C:24]2[CH:23]=[CH:22][C:21]([Cl:20])=[CH:26][N:25]=2)[CH3:64])[CH2:60]1)[C:31]1[CH:32]=[CH:33][CH:28]=[CH:29][CH:30]=1. The yield is 0.870. (5) The reactants are [NH2:1][C:2]1[C:3]([F:9])=[N:4][CH:5]=[C:6]([Br:8])[CH:7]=1.[C:10]([N:18]=[C:19]=[S:20])(=[O:17])[C:11]1[CH:16]=[CH:15][CH:14]=[CH:13][CH:12]=1. The catalyst is CC(C)=O. The product is [Br:8][C:6]1[CH:7]=[C:2]([NH:1][C:19]([NH:18][C:10](=[O:17])[C:11]2[CH:12]=[CH:13][CH:14]=[CH:15][CH:16]=2)=[S:20])[C:3]([F:9])=[N:4][CH:5]=1. The yield is 0.910. (6) The reactants are [F:1][C:2]1[N:7]=[CH:6][C:5]([NH2:8])=[CH:4][CH:3]=1.C(N(CC)CC)C.[CH:16]1([C:20](Cl)=[O:21])[CH2:19][CH2:18][CH2:17]1.O. The catalyst is ClCCl. The product is [F:1][C:2]1[N:7]=[CH:6][C:5]([NH:8][C:20]([CH:16]2[CH2:19][CH2:18][CH2:17]2)=[O:21])=[CH:4][CH:3]=1. The yield is 0.860.